This data is from Catalyst prediction with 721,799 reactions and 888 catalyst types from USPTO. The task is: Predict which catalyst facilitates the given reaction. (1) Reactant: [C:1]([O:5][C:6]([NH:8][C:9]1([CH2:13][C@H:14]2[CH2:18][N:17]([C@@H:19]([C:21]3[CH:26]=[CH:25][CH:24]=[CH:23][CH:22]=3)[CH3:20])[C:16](=O)[CH2:15]2)[CH2:12][CH2:11][CH2:10]1)=[O:7])([CH3:4])([CH3:3])[CH3:2]. Product: [C:1]([O:5][C:6]([NH:8][C:9]1([CH2:13][C@H:14]2[CH2:15][CH2:16][N:17]([C@@H:19]([C:21]3[CH:22]=[CH:23][CH:24]=[CH:25][CH:26]=3)[CH3:20])[CH2:18]2)[CH2:10][CH2:11][CH2:12]1)=[O:7])([CH3:2])([CH3:3])[CH3:4]. The catalyst class is: 7. (2) Reactant: O1CCCC1.[CH3:6][C:7]1([CH3:35])[O:12][C:11](=[O:13])[NH:10][C:9]2[N:14]=[CH:15][C:16]([N:18](S(C3SC=CC=3)(=O)=O)[S:19]([C:22]3[S:23][CH:24]=[CH:25][CH:26]=3)(=[O:21])=[O:20])=[CH:17][C:8]1=2. Product: [CH3:6][C:7]1([CH3:35])[O:12][C:11](=[O:13])[NH:10][C:9]2[N:14]=[CH:15][C:16]([NH:18][S:19]([C:22]3[S:23][CH:24]=[CH:25][CH:26]=3)(=[O:20])=[O:21])=[CH:17][C:8]1=2. The catalyst class is: 6. (3) Reactant: O.[NH2:2][NH2:3].CO[C:6]([C:8]([NH:10][C:11]1[CH:16]=[CH:15][C:14]([C@H:17]2[CH2:22][CH2:21][C@H:20]([O:23][CH2:24][CH2:25][C:26]([O:28][CH3:29])=[O:27])[CH2:19][CH2:18]2)=[CH:13][C:12]=1[N+:30]([O-:32])=[O:31])=[O:9])=[O:7]. Product: [NH:2]([C:6]([C:8]([NH:10][C:11]1[CH:16]=[CH:15][C:14]([C@H:17]2[CH2:22][CH2:21][C@H:20]([O:23][CH2:24][CH2:25][C:26]([O:28][CH3:29])=[O:27])[CH2:19][CH2:18]2)=[CH:13][C:12]=1[N+:30]([O-:32])=[O:31])=[O:9])=[O:7])[NH2:3]. The catalyst class is: 14. (4) Reactant: Cl[C:2]1[C:8]2[CH:9]=[CH:10][CH:11]=[CH:12][C:7]=2[S:6][C:5]2[CH:13]=[CH:14][CH:15]=[CH:16][C:4]=2[N:3]=1.C1(C)C=CC=CC=1.[NH:24]1[CH2:29][CH2:28][NH:27][CH2:26][CH2:25]1. Product: [N:24]1([C:9]2[C:8]3[CH:2]=[N:3][C:4]4[CH:16]=[CH:15][CH:14]=[CH:13][C:5]=4[S:6][C:7]=3[CH:12]=[CH:11][CH:10]=2)[CH2:29][CH2:28][NH:27][CH2:26][CH2:25]1. The catalyst class is: 6. (5) Reactant: [CH3:1][O:2][C:3]1[CH:4]=[C:5]2[C:10](=[CH:11][CH:12]=1)[CH2:9][C:8](=[O:13])[CH2:7][CH2:6]2.N1CC[CH2:16][CH2:15]1.CO.C(I)C. Product: [CH2:15]([CH:9]1[C:10]2[C:5](=[CH:4][C:3]([O:2][CH3:1])=[CH:12][CH:11]=2)[CH2:6][CH2:7][C:8]1=[O:13])[CH3:16]. The catalyst class is: 11. (6) Reactant: [CH3:1][C:2]1[CH:7]=[C:6]([B:8]2[O:12]C(C)(C)C(C)(C)[O:9]2)[CH:5]=[CH:4][N:3]=1.I([O-])(=O)(=O)=O.[Na+].C([O-])(=O)C.[NH4+]. Product: [CH3:1][C:2]1[CH:7]=[C:6]([B:8]([OH:12])[OH:9])[CH:5]=[CH:4][N:3]=1. The catalyst class is: 95. (7) Reactant: [Cl:1][C:2]1[N:10]=[C:9]([Cl:11])[C:8]([F:12])=[CH:7][C:3]=1[C:4](O)=[O:5].B.C1COCC1.C([O-])([O-])=O.[K+].[K+]. Product: [Cl:1][C:2]1[C:3]([CH2:4][OH:5])=[CH:7][C:8]([F:12])=[C:9]([Cl:11])[N:10]=1. The catalyst class is: 1. (8) Reactant: COC1C=CC(C[N:8]2[CH2:13][CH2:12][N:11]3[C:14]([C:17]4[CH:22]=[CH:21][CH:20]=[CH:19][C:18]=4[C:23]([F:26])([F:25])[F:24])=[N:15][CH:16]=[C:10]3[CH2:9]2)=CC=1. Product: [F:26][C:23]([F:24])([F:25])[C:18]1[CH:19]=[CH:20][CH:21]=[CH:22][C:17]=1[C:14]1[N:11]2[CH2:12][CH2:13][NH:8][CH2:9][C:10]2=[CH:16][N:15]=1. The catalyst class is: 105. (9) Reactant: [C:1]([NH:4][NH:5][C:6]([C:8]1[S:9][CH:10]=[C:11]([C:13]([N:15]([CH2:18][CH3:19])[CH2:16][CH3:17])=[O:14])[N:12]=1)=[O:7])(=O)[CH3:2].N1C=CC=CC=1.O(S(C(F)(F)F)(=O)=O)S(C(F)(F)F)(=O)=O. Product: [CH2:16]([N:15]([CH2:18][CH3:19])[C:13]([C:11]1[N:12]=[C:8]([C:6]2[O:7][C:1]([CH3:2])=[N:4][N:5]=2)[S:9][CH:10]=1)=[O:14])[CH3:17]. The catalyst class is: 2. (10) Reactant: [CH3:1][C:2]1[C:6]([C:7]([O:9][CH3:10])=[O:8])=[CH:5][NH:4][N:3]=1.[CH3:11][C:12](=[CH:14][CH3:15])[CH3:13].O.C1(C)C=CC(S(O)(=O)=O)=CC=1.C(=O)([O-])O.[Na+]. Product: [CH3:11][C:12]([N:4]1[CH:5]=[C:6]([C:7]([O:9][CH3:10])=[O:8])[C:2]([CH3:1])=[N:3]1)([CH3:13])[CH2:14][CH3:15]. The catalyst class is: 10.